Dataset: Forward reaction prediction with 1.9M reactions from USPTO patents (1976-2016). Task: Predict the product of the given reaction. (1) Given the reactants [CH3:1][O:2][C:3]1[CH:8]=[CH:7][CH:6]=[CH:5][C:4]=1[S:9]([O:11]C)=[O:10].[S:13](=[N:16][CH:17]=[O:18])(=[O:15])=[O:14].[NH:19]([CH:23](C)C)[CH:20](C)C, predict the reaction product. The product is: [S:13](=[N:16][CH:17]=[O:18])(=[O:15])=[O:14].[N+:19]([CH2:23][S:9]([C:4]1[CH:5]=[CH:6][CH:7]=[CH:8][C:3]=1[O:2][CH3:1])(=[O:11])=[O:10])#[C-:20]. (2) Given the reactants [CH3:1][O:2][CH2:3][CH2:4][O:5][C:6]1[CH:14]=[C:13]2[C:9]([C:10]([C:19](=O)[C:20]3[CH:25]=[CH:24][CH:23]=[C:22]([N+:26]([O-:28])=[O:27])[C:21]=3[CH3:29])=[C:11]([C:15]([O:17]C)=O)[NH:12]2)=[CH:8][CH:7]=1.O.[NH2:32][NH2:33], predict the reaction product. The product is: [CH3:1][O:2][CH2:3][CH2:4][O:5][C:6]1[CH:7]=[CH:8][C:9]2[C:10]3[C:19]([C:20]4[CH:25]=[CH:24][CH:23]=[C:22]([N+:26]([O-:28])=[O:27])[C:21]=4[CH3:29])=[N:33][NH:32][C:15](=[O:17])[C:11]=3[NH:12][C:13]=2[CH:14]=1. (3) Given the reactants [C:1]([N:3]1[C:11]2[CH:10]=[CH:9][C:8]([CH3:12])=[CH:7][C:6]=2[C:5]2[CH2:13][N:14]([CH3:17])[CH2:15][CH2:16][C:4]1=2)#[CH:2].Br[C:19]1[N:23]([CH3:24])[CH:22]=[N:21][CH:20]=1.CCCC[N+](CCCC)(CCCC)CCCC.[F-].C(=O)(O)[O-], predict the reaction product. The product is: [CH3:17][N:14]1[CH2:15][CH2:16][C:4]2[N:3]([C:1]#[C:2][C:19]3[N:23]([CH3:24])[CH:22]=[N:21][CH:20]=3)[C:11]3[CH:10]=[CH:9][C:8]([CH3:12])=[CH:7][C:6]=3[C:5]=2[CH2:13]1. (4) Given the reactants [CH:1]1([C@H:7]([NH:50]C(=O)OC(C)(C)C)[C:8]([NH:10][C@H:11]([C:16]([N:18]2[C@H:29]([C:30](=[O:49])[NH:31][C@:32]3([C:37](=[O:48])[NH:38][S:39]([C:42]4([CH2:45][CH2:46][CH3:47])[CH2:44][CH2:43]4)(=[O:41])=[O:40])[CH2:34][C@@H:33]3[CH2:35][CH3:36])[CH2:28][C@:20]3([C:25]([CH3:27])([CH3:26])[C:21]43[CH2:24][CH2:23][CH2:22]4)[CH2:19]2)=[O:17])[C:12]([CH3:15])([CH3:14])[CH3:13])=[O:9])[CH2:6][CH2:5][CH2:4][CH2:3][CH2:2]1.Cl, predict the reaction product. The product is: [NH2:50][C@@H:7]([CH:1]1[CH2:6][CH2:5][CH2:4][CH2:3][CH2:2]1)[C:8]([NH:10][C@@H:11]([C:12]([CH3:14])([CH3:13])[CH3:15])[C:16]([N:18]1[C@H:29]([C:30]([NH:31][C@:32]2([C:37](=[O:48])[NH:38][S:39]([C:42]3([CH2:45][CH2:46][CH3:47])[CH2:44][CH2:43]3)(=[O:40])=[O:41])[CH2:34][C@@H:33]2[CH2:35][CH3:36])=[O:49])[CH2:28][C@:20]2([C:25]([CH3:26])([CH3:27])[C:21]32[CH2:22][CH2:23][CH2:24]3)[CH2:19]1)=[O:17])=[O:9]. (5) Given the reactants [CH2:1]([O:3][C:4]([C:6]1[CH:11]=[CH:10][N:9]([CH2:12][C:13]2[CH:18]=[CH:17][C:16]([O:19][CH3:20])=[CH:15][C:14]=2[O:21][CH3:22])[C:8](=[O:23])[C:7]=1[C:24](O)=O)=[O:5])[CH3:2].C(Cl)(=O)C(Cl)=O.[BH3-]C#N.[Na+].P([O-])([O-])([O-])=O.C1(P(C2C=CC=CC=2)C2C=CC=CC=2)C=CC=CC=1.C(Br)(Br)(Br)[Br:62], predict the reaction product. The product is: [CH2:1]([O:3][C:4]([C:6]1[CH:11]=[CH:10][N:9]([CH2:12][C:13]2[CH:18]=[CH:17][C:16]([O:19][CH3:20])=[CH:15][C:14]=2[O:21][CH3:22])[C:8](=[O:23])[C:7]=1[CH2:24][Br:62])=[O:5])[CH3:2]. (6) Given the reactants [CH2:1]([NH:8][C:9]([C:11]1[CH:12]=[C:13]([C:17]2[CH:22]=[CH:21][C:20]([CH:23]=[C:24]3[S:28][C:27](=[O:29])[NH:26][C:25]3=[O:30])=[CH:19][CH:18]=2)[CH:14]=[CH:15][CH:16]=1)=[O:10])[C:2]1[CH:7]=[CH:6][CH:5]=[CH:4][CH:3]=1, predict the reaction product. The product is: [CH2:1]([NH:8][C:9]([C:11]1[CH:12]=[C:13]([C:17]2[CH:22]=[CH:21][C:20]([CH2:23][CH:24]3[S:28][C:27](=[O:29])[NH:26][C:25]3=[O:30])=[CH:19][CH:18]=2)[CH:14]=[CH:15][CH:16]=1)=[O:10])[C:2]1[CH:7]=[CH:6][CH:5]=[CH:4][CH:3]=1. (7) Given the reactants [NH2:1][C:2]1[CH:9]=[CH:8][CH:7]=[CH:6][C:3]=1[CH:4]=O.Br[CH2:11][C:12]([C:14]1[CH:19]=[CH:18][C:17]([F:20])=[CH:16][CH:15]=1)=O.[OH-:21].[Na+].Cl, predict the reaction product. The product is: [F:20][C:17]1[CH:18]=[CH:19][C:14]([C:12]2[C:11]([OH:21])=[CH:4][C:3]3[C:2](=[CH:9][CH:8]=[CH:7][CH:6]=3)[N:1]=2)=[CH:15][CH:16]=1. (8) Given the reactants [Cl:1][C:2]1[CH:11]=[C:10]([F:12])[C:9]([N:13]2[CH:17]=[CH:16][CH:15]=[N:14]2)=[CH:8][C:3]=1[C:4](OC)=[O:5].[NH3:18], predict the reaction product. The product is: [Cl:1][C:2]1[CH:11]=[C:10]([F:12])[C:9]([N:13]2[CH:17]=[CH:16][CH:15]=[N:14]2)=[CH:8][C:3]=1[C:4]([NH2:18])=[O:5]. (9) Given the reactants Br[C:2]1[CH:3]=[CH:4][C:5]([O:25][CH3:26])=[C:6]([S:8]([NH:11][CH:12]2[CH2:17][CH2:16][N:15]([C:18]([O:20][C:21]([CH3:24])([CH3:23])[CH3:22])=[O:19])[CH2:14][CH2:13]2)(=[O:10])=[O:9])[CH:7]=1.[CH3:27][C:28]1([CH3:44])[C:32]([CH3:34])([CH3:33])[O:31][B:30]([B:30]2[O:31][C:32]([CH3:34])([CH3:33])[C:28]([CH3:44])([CH3:27])[O:29]2)[O:29]1.C([O-])(=O)C.[K+].ClCCl, predict the reaction product. The product is: [C:21]([O:20][C:18]([N:15]1[CH2:14][CH2:13][CH:12]([NH:11][S:8]([C:6]2[CH:7]=[C:2]([B:30]3[O:31][C:32]([CH3:34])([CH3:33])[C:28]([CH3:44])([CH3:27])[O:29]3)[CH:3]=[CH:4][C:5]=2[O:25][CH3:26])(=[O:9])=[O:10])[CH2:17][CH2:16]1)=[O:19])([CH3:22])([CH3:23])[CH3:24].